This data is from Forward reaction prediction with 1.9M reactions from USPTO patents (1976-2016). The task is: Predict the product of the given reaction. (1) Given the reactants Cl[C:2]1[C:11]2[C:6](=[CH:7][C:8]([C:12]3[CH:13]=[C:14]([CH:21]=[CH:22][C:23]=3[CH3:24])[C:15]([NH:17][CH:18]3[CH2:20][CH2:19]3)=[O:16])=[CH:9][CH:10]=2)[CH:5]=[N:4][N:3]=1.[Cl:25][C:26]1[CH:31]=[CH:30][CH:29]=[CH:28][C:27]=1B(O)O.C([O-])([O-])=O.[K+].[K+], predict the reaction product. The product is: [Cl:25][C:26]1[CH:31]=[CH:30][CH:29]=[CH:28][C:27]=1[C:2]1[C:11]2[C:6](=[CH:7][C:8]([C:12]3[CH:13]=[C:14]([CH:21]=[CH:22][C:23]=3[CH3:24])[C:15]([NH:17][CH:18]3[CH2:19][CH2:20]3)=[O:16])=[CH:9][CH:10]=2)[CH:5]=[N:4][N:3]=1. (2) Given the reactants Br[CH2:2][C:3]1[CH:4]=[C:5]([CH:10]=[CH:11][CH:12]=1)[C:6]([O:8][CH3:9])=[O:7].[C:13]1(B(O)O)[CH:18]=[CH:17][CH:16]=[CH:15][CH:14]=1.C(=O)([O-])[O-].[Na+].[Na+], predict the reaction product. The product is: [CH2:2]([C:3]1[CH:4]=[C:5]([CH:10]=[CH:11][CH:12]=1)[C:6]([O:8][CH3:9])=[O:7])[C:13]1[CH:18]=[CH:17][CH:16]=[CH:15][CH:14]=1. (3) Given the reactants [CH2:1]([O:8][C@H:9]1[C@H:14]([O:15][CH2:16][C:17]2[CH:22]=[CH:21][CH:20]=[CH:19][CH:18]=2)[C@@H:13]([O:23][CH2:24][C:25]2[CH:30]=[CH:29][CH:28]=[CH:27][CH:26]=2)[C@@:12]([C:33]2[CH:38]=[CH:37][C:36]([Cl:39])=[C:35]([CH2:40][C:41]3[CH:46]=[CH:45][C:44]([O:47][CH3:48])=[C:43]([F:49])[C:42]=3[F:50])[CH:34]=2)([O:31][CH3:32])[O:11][C@@:10]1([CH2:53][OH:54])[CH:51]=[O:52])[C:2]1[CH:7]=[CH:6][CH:5]=[CH:4][CH:3]=1.[BH4-].[Na+], predict the reaction product. The product is: [CH2:1]([O:8][C@H:9]1[C@H:14]([O:15][CH2:16][C:17]2[CH:22]=[CH:21][CH:20]=[CH:19][CH:18]=2)[C@@H:13]([O:23][CH2:24][C:25]2[CH:26]=[CH:27][CH:28]=[CH:29][CH:30]=2)[C@@:12]([C:33]2[CH:38]=[CH:37][C:36]([Cl:39])=[C:35]([CH2:40][C:41]3[CH:46]=[CH:45][C:44]([O:47][CH3:48])=[C:43]([F:49])[C:42]=3[F:50])[CH:34]=2)([O:31][CH3:32])[O:11][C:10]1([CH2:51][OH:52])[CH2:53][OH:54])[C:2]1[CH:7]=[CH:6][CH:5]=[CH:4][CH:3]=1. (4) The product is: [F:1][C:2]([F:10])([F:11])[C:3]1[CH:4]=[C:5]([NH:6]/[C:13](=[CH:12]/[C:18]([O:20][CH3:21])=[O:19])/[C:14]([O:16][CH3:17])=[O:15])[CH:7]=[CH:8][CH:9]=1. Given the reactants [F:1][C:2]([F:11])([F:10])[C:3]1[CH:4]=[C:5]([CH:7]=[CH:8][CH:9]=1)[NH2:6].[C:12]([C:18]([O:20][CH3:21])=[O:19])#[C:13][C:14]([O:16][CH3:17])=[O:15], predict the reaction product. (5) Given the reactants CC(C)[O-].[Li+:5].[CH:6](=[N:14][C:15]1[CH:20]=[CH:19][CH:18]=[CH:17][CH:16]=1)[C:7]1[C:8](=[CH:10][CH:11]=[CH:12][CH:13]=1)[OH:9], predict the reaction product. The product is: [C:15]1([N:14]=[CH:6][C:7]2[CH:13]=[CH:12][CH:11]=[CH:10][C:8]=2[O-:9])[CH:16]=[CH:17][CH:18]=[CH:19][CH:20]=1.[Li+:5]. (6) The product is: [C:5]([C:16]1[CH:15]=[CH:14][C:10]([C:11]([O:13][CH3:19])=[O:12])=[CH:9][N:17]=1)#[N:6]. Given the reactants C[Si]([CH:5]=[N+:6]=[N-])(C)C.C[C:9]1[N:17]=[C:16](N)[CH:15]=[CH:14][C:10]=1[C:11]([OH:13])=[O:12].[CH2:19](OCC)C.CO, predict the reaction product. (7) Given the reactants [Cl:1][C:2]1[CH:9]=[CH:8][CH:7]=[CH:6][C:3]=1[CH:4]=O.Cl.[NH2:11][OH:12].[OH-].[Na+].Cl, predict the reaction product. The product is: [Cl:1][C:2]1[CH:9]=[CH:8][CH:7]=[CH:6][C:3]=1/[CH:4]=[N:11]/[OH:12]. (8) Given the reactants Br[C:2]1[CH:7]=[CH:6][C:5]([C:8]([N:10]2[CH2:15][CH2:14][N:13]([C:16]3[C:21]([CH3:22])=[CH:20][C:19]([CH3:23])=[CH:18][N:17]=3)[CH2:12][CH2:11]2)=[O:9])=[C:4]([S:24]([CH3:27])(=[O:26])=[O:25])[CH:3]=1.[I-:28].[Na+], predict the reaction product. The product is: [CH3:22][C:21]1[C:16]([N:13]2[CH2:14][CH2:15][N:10]([C:8]([C:5]3[CH:6]=[CH:7][C:2]([I:28])=[CH:3][C:4]=3[S:24]([CH3:27])(=[O:26])=[O:25])=[O:9])[CH2:11][CH2:12]2)=[N:17][CH:18]=[C:19]([CH3:23])[CH:20]=1. (9) Given the reactants C([O-])C.[Na+].Cl.Cl.[NH:7]([C:9]1[CH:10]=[N:11][CH:12]=[CH:13][CH:14]=1)[NH2:8].[C:15](#[N:18])[CH:16]=[CH2:17].Cl, predict the reaction product. The product is: [N:11]1[CH:12]=[CH:13][CH:14]=[C:9]([N:7]2[CH2:17][CH2:16][C:15]([NH2:18])=[N:8]2)[CH:10]=1.